From a dataset of Catalyst prediction with 721,799 reactions and 888 catalyst types from USPTO. Predict which catalyst facilitates the given reaction. (1) Reactant: [CH2:1]([C:4]([C:28]1[CH:36]=[CH:35][C:31]([C:32](O)=[O:33])=[CH:30][CH:29]=1)([CH2:8][O:9][C:10]1[CH:15]=[C:14]([CH3:16])[C:13]([C:17]2[CH:22]=[CH:21][C:20]([C:23]([F:26])([F:25])[F:24])=[CH:19][CH:18]=2)=[C:12]([CH3:27])[CH:11]=1)[CH2:5][CH:6]=[CH2:7])[CH:2]=[CH2:3].Cl.[CH3:38][O:39][C:40](=[O:44])[CH2:41][CH2:42][NH2:43].O.ON1C2C=CC=CC=2N=N1.C(N(CC)C(C)C)(C)C.Cl.CN(C)CCCN=C=NCC. Product: [CH3:38][O:39][C:40](=[O:44])[CH2:41][CH2:42][NH:43][C:32](=[O:33])[C:31]1[CH:30]=[CH:29][C:28]([C:4]([CH2:1][CH:2]=[CH2:3])([CH2:8][O:9][C:10]2[CH:15]=[C:14]([CH3:16])[C:13]([C:17]3[CH:18]=[CH:19][C:20]([C:23]([F:24])([F:26])[F:25])=[CH:21][CH:22]=3)=[C:12]([CH3:27])[CH:11]=2)[CH2:5][CH:6]=[CH2:7])=[CH:36][CH:35]=1. The catalyst class is: 18. (2) Reactant: [F:1][C:2]1[CH:7]=[C:6]([F:8])[CH:5]=[CH:4][C:3]=1[N:9]1[N:17]=[C:16]([NH2:18])[C:15]2[CH:14]3[CH2:19][CH:11]([CH2:12][CH2:13]3)[C:10]1=2.C([O-])([O-])=O.[K+].[K+].[CH2:26](Br)[C:27]1[CH:32]=[CH:31][CH:30]=[CH:29][CH:28]=1.O. Product: [CH2:26]([N:18]([CH2:19][C:11]1[CH:12]=[CH:13][CH:14]=[CH:15][CH:10]=1)[C:16]1[C:15]2[CH:14]3[CH2:19][CH:11]([CH2:12][CH2:13]3)[C:10]=2[N:9]([C:3]2[CH:4]=[CH:5][C:6]([F:8])=[CH:7][C:2]=2[F:1])[N:17]=1)[C:27]1[CH:32]=[CH:31][CH:30]=[CH:29][CH:28]=1. The catalyst class is: 3. (3) The catalyst class is: 11. Reactant: N1CCCCC1.[CH3:7][O:8][C:9]1[CH:10]=[C:11]([CH:14]=[CH:15][C:16]=1[O:17][CH2:18][CH2:19][C:20]#[C:21][CH2:22][CH3:23])[CH:12]=O.C([CH2:27][C:28]([NH:30][C:31]1[CH:39]=[CH:38][CH:37]=[CH:36][C:32]=1[C:33]([OH:35])=[O:34])=[O:29])(O)=O.Cl. Product: [CH2:18]([O:17][C:16]1[CH:15]=[CH:14][C:11](/[CH:12]=[CH:27]/[C:28]([NH:30][C:31]2[CH:39]=[CH:38][CH:37]=[CH:36][C:32]=2[C:33]([OH:35])=[O:34])=[O:29])=[CH:10][C:9]=1[O:8][CH3:7])[CH2:19][C:20]#[C:21][CH2:22][CH3:23].